Dataset: Peptide-MHC class II binding affinity with 134,281 pairs from IEDB. Task: Regression. Given a peptide amino acid sequence and an MHC pseudo amino acid sequence, predict their binding affinity value. This is MHC class II binding data. (1) The peptide sequence is NRVWPRMRYRLVYIN. The MHC is H-2-IAd with pseudo-sequence H-2-IAd. The binding affinity (normalized) is 0.288. (2) The peptide sequence is PEVKYTVFETALKKAITAMS. The MHC is DRB1_0405 with pseudo-sequence DRB1_0405. The binding affinity (normalized) is 0.701.